Dataset: Full USPTO retrosynthesis dataset with 1.9M reactions from patents (1976-2016). Task: Predict the reactants needed to synthesize the given product. Given the product [CH3:1][CH:2]([CH3:16])[CH2:3][NH:4][C:5]1[C:14]2[C:9](=[CH:10][CH:11]=[CH:12][CH:13]=2)[N:8]=[CH:7][C:6]=1[NH:15][C:25](=[O:26])[CH2:24][CH2:23][C:18]1([CH3:17])[O:22][CH2:21][CH2:20][O:19]1, predict the reactants needed to synthesize it. The reactants are: [CH3:1][CH:2]([CH3:16])[CH2:3][NH:4][C:5]1[C:14]2[C:9](=[CH:10][CH:11]=[CH:12][CH:13]=2)[N:8]=[CH:7][C:6]=1[NH2:15].[CH3:17][C:18]1([CH2:23][CH2:24][C:25](O)=[O:26])[O:22][CH2:21][CH2:20][O:19]1.CN1CCOCC1.Cl.CN(C)CCCN=C=NCC.C(=O)(O)[O-].[Na+].